Dataset: Reaction yield outcomes from USPTO patents with 853,638 reactions. Task: Predict the reaction yield, written as a fraction of the theoretical maximum amount of product (1.0 means a 100% yield; for example, 0.34 means a 34% yield). (1) The reactants are [NH2:1][C:2]1[CH:25]=[CH:24][C:5]([O:6][C:7]2[C:16]3[C:11](=[CH:12][C:13]([O:19][CH2:20][CH2:21][O:22][CH3:23])=[C:14]([C:17]#[N:18])[CH:15]=3)[N:10]=[CH:9][CH:8]=2)=[CH:4][CH:3]=1.N1C=CC=CC=1.Cl[C:33]([O:35][C:36]1[CH:41]=[CH:40][CH:39]=[CH:38][CH:37]=1)=[O:34].O. The catalyst is CN(C)C=O.CCCCCC.C(OCC)(=O)C. The product is [C:17]([C:14]1[CH:15]=[C:16]2[C:11](=[CH:12][C:13]=1[O:19][CH2:20][CH2:21][O:22][CH3:23])[N:10]=[CH:9][CH:8]=[C:7]2[O:6][C:5]1[CH:4]=[CH:3][C:2]([NH:1][C:33](=[O:34])[O:35][C:36]2[CH:41]=[CH:40][CH:39]=[CH:38][CH:37]=2)=[CH:25][CH:24]=1)#[N:18]. The yield is 0.952. (2) The reactants are [O:1]([CH3:3])[K].CO.C1(C)C=CC=CC=1.F[C:14]1[CH:19]=[C:18]([C:20]2[C:28]3[C:23](=[CH:24][CH:25]=[C:26]([N+:29]([O-:31])=[O:30])[CH:27]=3)[N:22]([C:32]([C:45]3[CH:50]=[CH:49][CH:48]=[CH:47][CH:46]=3)([C:39]3[CH:44]=[CH:43][CH:42]=[CH:41][CH:40]=3)[C:33]3[CH:38]=[CH:37][CH:36]=[CH:35][CH:34]=3)[N:21]=2)[CH:17]=[CH:16][N:15]=1. No catalyst specified. The product is [CH3:3][O:1][C:14]1[CH:19]=[C:18]([C:20]2[C:28]3[C:23](=[CH:24][CH:25]=[C:26]([N+:29]([O-:31])=[O:30])[CH:27]=3)[N:22]([C:32]([C:45]3[CH:50]=[CH:49][CH:48]=[CH:47][CH:46]=3)([C:39]3[CH:44]=[CH:43][CH:42]=[CH:41][CH:40]=3)[C:33]3[CH:38]=[CH:37][CH:36]=[CH:35][CH:34]=3)[N:21]=2)[CH:17]=[CH:16][N:15]=1. The yield is 1.00.